Dataset: Full USPTO retrosynthesis dataset with 1.9M reactions from patents (1976-2016). Task: Predict the reactants needed to synthesize the given product. (1) Given the product [F:1][C:2]1[CH:7]=[CH:6][C:5]([CH:8]2[CH2:9][CH2:10][N:11]([C:14]3[N:19]=[C:18]([CH3:20])[N:17]([CH2:26][C:27]#[N:28])[C:16](=[O:21])[C:15]=3[N+:22]([O-:24])=[O:23])[CH2:12][CH2:13]2)=[CH:4][CH:3]=1, predict the reactants needed to synthesize it. The reactants are: [F:1][C:2]1[CH:7]=[CH:6][C:5]([CH:8]2[CH2:13][CH2:12][N:11]([C:14]3[N:19]=[C:18]([CH3:20])[NH:17][C:16](=[O:21])[C:15]=3[N+:22]([O-:24])=[O:23])[CH2:10][CH2:9]2)=[CH:4][CH:3]=1.Br[CH2:26][C:27]#[N:28].C(=O)([O-])[O-].[K+].[K+]. (2) Given the product [CH3:1][O:2][C:3](=[O:41])[C:4]1[CH:9]=[CH:8][C:7]([CH2:10][N:11]2[CH:15]=[C:14]([C:16]3[CH:21]=[CH:20][C:19]([Cl:22])=[CH:18][C:17]=3[Cl:23])[N:13]=[C:12]2/[CH:24]=[CH:25]/[C:26]2[CH:31]=[CH:30][C:29]([C:32]3[CH:37]=[CH:36][C:35]([O:38][CH3:39])=[C:34]([NH:40][S:43]([CH3:42])(=[O:45])=[O:44])[CH:33]=3)=[CH:28][CH:27]=2)=[CH:6][CH:5]=1, predict the reactants needed to synthesize it. The reactants are: [CH3:1][O:2][C:3](=[O:41])[C:4]1[CH:9]=[CH:8][C:7]([CH2:10][N:11]2[CH:15]=[C:14]([C:16]3[CH:21]=[CH:20][C:19]([Cl:22])=[CH:18][C:17]=3[Cl:23])[N:13]=[C:12]2/[CH:24]=[CH:25]/[C:26]2[CH:31]=[CH:30][C:29]([C:32]3[CH:37]=[CH:36][C:35]([O:38][CH3:39])=[C:34]([NH2:40])[CH:33]=3)=[CH:28][CH:27]=2)=[CH:6][CH:5]=1.[CH3:42][S:43](Cl)(=[O:45])=[O:44]. (3) Given the product [C@@H:11]1([O:10][C:3]2[CH:4]=[CH:5][C:6]([NH2:7])=[CH:1][CH:2]=2)[O:16][C@H:15]([CH2:17][OH:18])[C@@H:14]([OH:19])[C@H:13]([OH:20])[C@H:12]1[OH:21], predict the reactants needed to synthesize it. The reactants are: [CH:1]1[C:6]([N+:7]([O-])=O)=[CH:5][CH:4]=[C:3]([O:10][CH:11]2[O:16][CH:15]([CH2:17][OH:18])[CH:14]([OH:19])[CH:13]([OH:20])[CH:12]2[OH:21])[CH:2]=1.[H][H]. (4) The reactants are: Cl[C:2]1[C:7]([CH3:8])=[C:6]([C:9]2[CH:14]=[CH:13][C:12]([O:15][CH3:16])=[CH:11][CH:10]=2)[N:5]=[CH:4][N:3]=1.C(N(C(C)C)CC)(C)C.[CH2:26]([NH:30][CH2:31][C:32]1[CH:44]=[CH:43][C:35]([O:36][CH2:37][C:38]([O:40][CH2:41][CH3:42])=[O:39])=[C:34]([CH3:45])[CH:33]=1)[CH2:27][CH2:28][CH3:29]. Given the product [CH2:26]([N:30]([CH2:31][C:32]1[CH:44]=[CH:43][C:35]([O:36][CH2:37][C:38]([O:40][CH2:41][CH3:42])=[O:39])=[C:34]([CH3:45])[CH:33]=1)[C:2]1[C:7]([CH3:8])=[C:6]([C:9]2[CH:14]=[CH:13][C:12]([O:15][CH3:16])=[CH:11][CH:10]=2)[N:5]=[CH:4][N:3]=1)[CH2:27][CH2:28][CH3:29], predict the reactants needed to synthesize it. (5) Given the product [CH2:37]([O:39][C:40]1[C:49]([O:50][CH3:51])=[CH:48][C:47]2[C:46]([C:52]3[CH:53]=[CH:54][C:55]([C:56]([N:22]4[CH2:23][CH2:24][CH:19]([N:14]5[C:15](=[O:18])[C:16]6[S:17][C:9]([C:6]7[CH:7]=[CH:8][C:3]([F:2])=[CH:4][C:5]=7[O:35][CH3:36])=[CH:10][C:11]=6[N:12]([CH2:26][C:27]6[O:31][N:30]=[C:29]([CH2:32][O:33][CH3:34])[N:28]=6)[C:13]5=[O:25])[CH2:20][CH2:21]4)=[O:57])=[CH:59][CH:60]=3)=[N:45][C@@H:44]3[CH2:61][CH2:62][S:63][CH2:64][C@@H:43]3[C:42]=2[CH:41]=1)[CH3:38], predict the reactants needed to synthesize it. The reactants are: Cl.[F:2][C:3]1[CH:8]=[CH:7][C:6]([C:9]2[S:17][C:16]3[C:15](=[O:18])[N:14]([CH:19]4[CH2:24][CH2:23][NH:22][CH2:21][CH2:20]4)[C:13](=[O:25])[N:12]([CH2:26][C:27]4[O:31][N:30]=[C:29]([CH2:32][O:33][CH3:34])[N:28]=4)[C:11]=3[CH:10]=2)=[C:5]([O:35][CH3:36])[CH:4]=1.[CH2:37]([O:39][C:40]1[C:49]([O:50][CH3:51])=[CH:48][C:47]2[C:46]([C:52]3[CH:60]=[CH:59][C:55]([C:56](O)=[O:57])=[CH:54][CH:53]=3)=[N:45][C@@H:44]3[CH2:61][CH2:62][S:63][CH2:64][C@@H:43]3[C:42]=2[CH:41]=1)[CH3:38].CN(C(ON1N=NC2C=CC=CC1=2)=[N+](C)C)C.F[P-](F)(F)(F)(F)F.CCN(C(C)C)C(C)C.